From a dataset of Reaction yield outcomes from USPTO patents with 853,638 reactions. Predict the reaction yield, written as a fraction of the theoretical maximum amount of product (1.0 means a 100% yield; for example, 0.34 means a 34% yield). (1) The reactants are [F:1][C:2]1[CH:9]=[CH:8][C:5]([CH2:6][NH2:7])=[CH:4][CH:3]=1.[Cl:10][C:11]1[CH:16]=[N:15][CH:14]=[C:13](Cl)[N:12]=1. No catalyst specified. The product is [Cl:10][C:11]1[N:12]=[C:13]([NH:7][CH2:6][C:5]2[CH:8]=[CH:9][C:2]([F:1])=[CH:3][CH:4]=2)[CH:14]=[N:15][CH:16]=1. The yield is 0.990. (2) The reactants are [NH:1]1[CH:5]=[CH:4][CH:3]=[C:2]1/[CH:6]=[C:7]1\[C:8](=[O:16])[NH:9][C:10]2[C:15]\1=[CH:14][CH:13]=[CH:12][CH:11]=2.[CH2:17]=O.[CH3:19][O:20][CH2:21][CH2:22][CH2:23][NH2:24]. The catalyst is CCO.C(Cl)(Cl)Cl. The product is [CH3:19][O:20][CH2:21][CH2:22][CH2:23][NH:24][CH2:17][N:9]1[C:10]2[C:15](=[CH:14][CH:13]=[CH:12][CH:11]=2)[C:7](=[CH:6][C:2]2[NH:1][CH:5]=[CH:4][CH:3]=2)[C:8]1=[O:16]. The yield is 0.0100. (3) The reactants are Cl[C:2]1[N:7]=[C:6]([N:8]2[CH2:13][CH2:12][N:11](C(OC(C)(C)C)=O)[CH2:10][CH2:9]2)[C:5]([Cl:21])=[CH:4][N:3]=1.C(O)(C(F)(F)F)=O.ClC1N=C(N2CCNCC2)C(Cl)=CN=1.[NH2:43][C:44]1[CH:49]=[CH:48][CH:47]=[CH:46][C:45]=1[NH:50][C:51](=[O:57])[O:52][C:53]([CH3:56])([CH3:55])[CH3:54]. The catalyst is C(Cl)Cl.O1CCOCC1.CCOC(C)=O. The product is [Cl:21][C:5]1[C:6]([N:8]2[CH2:9][CH2:10][NH:11][CH2:12][CH2:13]2)=[N:7][C:2]([NH:43][C:44]2[CH:49]=[CH:48][CH:47]=[CH:46][C:45]=2[NH:50][C:51](=[O:57])[O:52][C:53]([CH3:55])([CH3:54])[CH3:56])=[N:3][CH:4]=1. The yield is 0.230. (4) The reactants are [CH:1]12[CH2:10][CH:5]3[CH2:6][CH:7]([CH2:9][CH:3]([CH2:4]3)[CH:2]1[O:11][C:12]1[C:24](Cl)=[CH:23][C:15]([C:16](OC(C)(C)C)=[O:17])=[C:14]([F:26])[CH:13]=1)[CH2:8]2.[CH:27]1(B(O)O)[CH2:29][CH2:28]1.P([O-])([O-])([O-])=O.[K+].[K+].[K+].F[B-](F)(F)F.C1(P(C2CCCCC2)C2CCCCC2)CCCCC1.FC(F)(F)C(O)=O.Cl.C(N=C=NCCCN(C)C)C.[N:84]1([S:88]([NH2:91])(=[O:90])=[O:89])[CH2:87][CH2:86][CH2:85]1.Cl. The catalyst is C1(C)C=CC=CC=1.O.ClCCl.CN(C)C1C=CN=CC=1.C([O-])(=O)C.[Pd+2].C([O-])(=O)C. The yield is 0.240. The product is [CH:3]12[CH2:4][CH:5]3[CH2:6][CH:7]([CH2:8][CH:1]([CH2:10]3)[CH:2]1[O:11][C:12]1[C:24]([CH:27]3[CH2:29][CH2:28]3)=[CH:23][C:15]([C:16]([NH:91][S:88]([N:84]3[CH2:87][CH2:86][CH2:85]3)(=[O:90])=[O:89])=[O:17])=[C:14]([F:26])[CH:13]=1)[CH2:9]2.